Dataset: Catalyst prediction with 721,799 reactions and 888 catalyst types from USPTO. Task: Predict which catalyst facilitates the given reaction. (1) Reactant: C(OP([CH2:9][C:10]([O:12][CH3:13])=[O:11])(OCC)=O)C.[H-].[Na+].[Cl:16][C:17]1[CH:18]=[C:19]([NH:24][C:25]2[N:30]=[C:29]([N:31]3[CH:35]=[CH:34][C:33]([C:36]([F:39])([F:38])[F:37])=[N:32]3)[C:28]([C:40]3[CH:41]=[N:42][C:43]([O:48][CH3:49])=[C:44]([CH:47]=3)[CH:45]=O)=[CH:27][N:26]=2)[CH:20]=[CH:21][C:22]=1[F:23].O. Product: [Cl:16][C:17]1[CH:18]=[C:19]([NH:24][C:25]2[N:30]=[C:29]([N:31]3[CH:35]=[CH:34][C:33]([C:36]([F:38])([F:37])[F:39])=[N:32]3)[C:28]([C:40]3[CH:47]=[C:44](/[CH:45]=[CH:9]/[C:10]([O:12][CH3:13])=[O:11])[C:43]([O:48][CH3:49])=[N:42][CH:41]=3)=[CH:27][N:26]=2)[CH:20]=[CH:21][C:22]=1[F:23]. The catalyst class is: 56. (2) Reactant: [CH3:1][C:2]1[CH:6]=[C:5]([CH3:7])[NH:4][C:3]=1[CH:8]=[C:9]1[C:17]2[C:12](=[CH:13][CH:14]=[CH:15][CH:16]=2)[NH:11][C:10]1=[O:18].S(Cl)([Cl:22])(=O)=O. Product: [Cl:22][C:6]1[C:2]([CH3:1])=[C:3]([CH:8]=[C:9]2[C:17]3[C:12](=[CH:13][CH:14]=[CH:15][CH:16]=3)[NH:11][C:10]2=[O:18])[NH:4][C:5]=1[CH3:7]. The catalyst class is: 2. (3) Reactant: [OH:1][C:2]1[C:16]2[C:11](=[CH:12][C:13]([O:17][CH3:18])=[CH:14][CH:15]=2)[C:5]2([CH2:10][CH2:9][O:8][CH2:7][CH2:6]2)[C:4](=[O:19])[C:3]=1[C:20]([NH:22][CH2:23][C:24]([O:26]C(C)(C)C)=[O:25])=[O:21]. Product: [OH:1][C:2]1[C:16]2[C:11](=[CH:12][C:13]([O:17][CH3:18])=[CH:14][CH:15]=2)[C:5]2([CH2:10][CH2:9][O:8][CH2:7][CH2:6]2)[C:4](=[O:19])[C:3]=1[C:20]([NH:22][CH2:23][C:24]([OH:26])=[O:25])=[O:21]. The catalyst class is: 67. (4) Reactant: [OH:1][CH2:2][CH2:3][C:4]1[N:5]([CH2:9][CH2:10][CH2:11][CH2:12][C:13]2[CH:18]=[CH:17][C:16]([OH:19])=[CH:15][CH:14]=2)[CH:6]=[CH:7][N:8]=1.[H-].[Na+].Cl[CH2:23][C:24]1[N:25]=[C:26](/[CH:29]=[CH:30]/[C:31]2[CH:36]=[CH:35][C:34]([F:37])=[CH:33][C:32]=2[F:38])[O:27][CH:28]=1.O. Product: [F:38][C:32]1[CH:33]=[C:34]([F:37])[CH:35]=[CH:36][C:31]=1/[CH:30]=[CH:29]/[C:26]1[O:27][CH:28]=[C:24]([CH2:23][O:19][C:16]2[CH:15]=[CH:14][C:13]([CH2:12][CH2:11][CH2:10][CH2:9][N:5]3[CH:6]=[CH:7][N:8]=[C:4]3[CH2:3][CH2:2][OH:1])=[CH:18][CH:17]=2)[N:25]=1. The catalyst class is: 3. (5) Reactant: [CH2:1]([N:3]1[CH:7]=[CH:6][N:5]=[CH:4]1)[CH3:2].[Cl:8][CH2:9][CH:10]([OH:13])[CH2:11][OH:12]. Product: [Cl-:8].[OH:13][CH:10]([CH2:11][OH:12])[CH2:9][N+:5]1[CH:6]=[CH:7][N:3]([CH2:1][CH3:2])[CH:4]=1. The catalyst class is: 5. (6) Reactant: [NH2:1][C:2]1[N:7]=[C:6]([N:8]2[CH2:32][CH2:31][C:11]3([CH2:15][N:14]([C:16]([O:18][CH2:19][C:20]4[CH:25]=[CH:24][CH:23]=[CH:22][CH:21]=4)=[O:17])[C@H:13]([C:26]([O:28][CH2:29][CH3:30])=[O:27])[CH2:12]3)[CH2:10][CH2:9]2)[CH:5]=[C:4]([O:33][CH:34]([C:39]2[CH:44]=[CH:43][C:42]([C:45]#[N:46])=[CH:41][C:40]=2[N:47]2[CH:51]=[CH:50][C:49]([CH3:52])=[N:48]2)[C:35]([F:38])([F:37])[F:36])[N:3]=1.C(=N[OH:56])C. Product: [NH2:1][C:2]1[N:7]=[C:6]([N:8]2[CH2:32][CH2:31][C:11]3([CH2:15][N:14]([C:16]([O:18][CH2:19][C:20]4[CH:25]=[CH:24][CH:23]=[CH:22][CH:21]=4)=[O:17])[C@H:13]([C:26]([O:28][CH2:29][CH3:30])=[O:27])[CH2:12]3)[CH2:10][CH2:9]2)[CH:5]=[C:4]([O:33][CH:34]([C:39]2[CH:44]=[CH:43][C:42]([C:45](=[O:56])[NH2:46])=[CH:41][C:40]=2[N:47]2[CH:51]=[CH:50][C:49]([CH3:52])=[N:48]2)[C:35]([F:38])([F:37])[F:36])[N:3]=1. The catalyst class is: 11. (7) Reactant: Br[CH2:2][C:3]([O:5][C:6]([CH3:9])([CH3:8])[CH3:7])=[O:4].[Cl:10][C:11]1[CH:16]=[CH:15][C:14](/[CH:17]=[CH:18]/[C:19]([N:21]2[CH2:26][CH2:25][NH:24][CH2:23][C@H:22]2[CH3:27])=[O:20])=[C:13]([CH2:28][N:29]2[N:33]=[N:32][C:31]([CH3:34])=[N:30]2)[CH:12]=1.C(=O)([O-])[O-].[K+].[K+].O. Product: [Cl:10][C:11]1[CH:16]=[CH:15][C:14](/[CH:17]=[CH:18]/[C:19]([N:21]2[CH2:26][CH2:25][N:24]([CH2:2][C:3]([O:5][C:6]([CH3:9])([CH3:8])[CH3:7])=[O:4])[CH2:23][C@H:22]2[CH3:27])=[O:20])=[C:13]([CH2:28][N:29]2[N:33]=[N:32][C:31]([CH3:34])=[N:30]2)[CH:12]=1. The catalyst class is: 3.